Dataset: Full USPTO retrosynthesis dataset with 1.9M reactions from patents (1976-2016). Task: Predict the reactants needed to synthesize the given product. (1) The reactants are: Cl[C:2]1[N:7]=[C:6]([C:8]([F:11])([F:10])[F:9])[N:5]=[C:4]([C:12]2[CH:13]=[C:14]([S:18]([NH2:21])(=[O:20])=[O:19])[CH:15]=[CH:16][CH:17]=2)[C:3]=1[C:22]1[CH:27]=[CH:26][CH:25]=[CH:24][CH:23]=1.[CH3:28][O:29][C:30]1[N:35]=[C:34]([O:36][CH3:37])[CH:33]=[C:32]([N:38]2[CH2:43][CH2:42][NH:41][CH2:40][CH2:39]2)[N:31]=1. Given the product [CH3:28][O:29][C:30]1[N:31]=[C:32]([N:38]2[CH2:43][CH2:42][N:41]([C:2]3[N:7]=[C:6]([C:8]([F:11])([F:10])[F:9])[N:5]=[C:4]([C:12]4[CH:13]=[C:14]([S:18]([NH2:21])(=[O:20])=[O:19])[CH:15]=[CH:16][CH:17]=4)[C:3]=3[C:22]3[CH:27]=[CH:26][CH:25]=[CH:24][CH:23]=3)[CH2:40][CH2:39]2)[CH:33]=[C:34]([O:36][CH3:37])[N:35]=1, predict the reactants needed to synthesize it. (2) Given the product [CH2:13]([N:20]([C:2]1[C:7]([Cl:8])=[CH:6][C:5]([C:9]([F:12])([F:11])[F:10])=[CH:4][N:3]=1)[S:21]([C:24]1[CH:25]=[N:26][C:27]([O:30][CH3:31])=[CH:28][CH:29]=1)(=[O:23])=[O:22])[C:14]1[CH:19]=[CH:18][CH:17]=[CH:16][CH:15]=1, predict the reactants needed to synthesize it. The reactants are: Cl[C:2]1[C:7]([Cl:8])=[CH:6][C:5]([C:9]([F:12])([F:11])[F:10])=[CH:4][N:3]=1.[CH2:13]([NH:20][S:21]([C:24]1[CH:25]=[N:26][C:27]([O:30][CH3:31])=[CH:28][CH:29]=1)(=[O:23])=[O:22])[C:14]1[CH:19]=[CH:18][CH:17]=[CH:16][CH:15]=1. (3) Given the product [N+:8]([C:7]1[CH:6]=[CH:5][N+:4]([O-:11])=[CH:3][C:2]=1[NH:12][CH:13]1[CH2:14][CH2:15][N:16]([C:19]([O:21][C:22]([CH3:25])([CH3:24])[CH3:23])=[O:20])[CH2:17][CH2:18]1)([O-:10])=[O:9], predict the reactants needed to synthesize it. The reactants are: F[C:2]1[CH:3]=[N+:4]([O-:11])[CH:5]=[CH:6][C:7]=1[N+:8]([O-:10])=[O:9].[NH2:12][CH:13]1[CH2:18][CH2:17][N:16]([C:19]([O:21][C:22]([CH3:25])([CH3:24])[CH3:23])=[O:20])[CH2:15][CH2:14]1.C(=O)([O-])[O-].[K+].[K+]. (4) Given the product [Br:1][C:2]1[CH:7]=[CH:6][C:5]([C@@H:8]([N:10]2[C:14](=[O:15])[C:13]3[C:12](=[CH:20][CH:19]=[CH:18][CH:17]=3)[C:11]2=[O:16])[CH3:9])=[CH:4][CH:3]=1, predict the reactants needed to synthesize it. The reactants are: [Br:1][C:2]1[CH:7]=[CH:6][C:5]([C@@H:8]([NH2:10])[CH3:9])=[CH:4][CH:3]=1.[C:11]1(=O)[O:16][C:14](=[O:15])[C:13]2=[CH:17][CH:18]=[CH:19][CH:20]=[C:12]12. (5) Given the product [Br:1][C:2]1[S:6][C:5]([C:7]([NH:10][C:11]([CH3:20])([CH3:19])[C:12]([O:14][C:15]([CH3:18])([CH3:17])[CH3:16])=[O:13])=[O:9])=[CH:4][CH:3]=1, predict the reactants needed to synthesize it. The reactants are: [Br:1][C:2]1[S:6][C:5]([C:7]([OH:9])=O)=[CH:4][CH:3]=1.[NH2:10][C:11]([CH3:20])([CH3:19])[C:12]([O:14][C:15]([CH3:18])([CH3:17])[CH3:16])=[O:13].CN(C(ON1N=NC2C=CC=CC1=2)=[N+](C)C)C.[B-](F)(F)(F)F. (6) Given the product [Cl:1][C:2]1[CH:7]=[CH:6][C:5]([C:8]2([OH:44])[CH2:13][CH2:12][NH:11][CH2:10][CH:9]2[C:21]([N:23]([CH:41]2[CH2:42][CH2:43]2)[CH2:24][C:25]2[CH:30]=[C:29]([CH2:31][CH2:32][CH2:33][O:34][CH3:35])[CH:28]=[C:27]([O:36][CH2:37][CH2:38][O:39][CH3:40])[CH:26]=2)=[O:22])=[CH:4][C:3]=1[C:45]([F:48])([F:46])[F:47], predict the reactants needed to synthesize it. The reactants are: [Cl:1][C:2]1[CH:7]=[CH:6][C:5]([C@@:8]2([OH:44])[CH2:13][CH2:12][N:11](C(OC(C)(C)C)=O)[CH2:10][C@@H:9]2[C:21]([N:23]([CH:41]2[CH2:43][CH2:42]2)[CH2:24][C:25]2[CH:30]=[C:29]([CH2:31][CH2:32][CH2:33][O:34][CH3:35])[CH:28]=[C:27]([O:36][CH2:37][CH2:38][O:39][CH3:40])[CH:26]=2)=[O:22])=[CH:4][C:3]=1[C:45]([F:48])([F:47])[F:46].Cl. (7) Given the product [I:9][C:6]1[C:7]2[O:8][C:11]([CH2:10][OH:13])=[CH:12][C:2]=2[CH:3]=[N:4][CH:5]=1, predict the reactants needed to synthesize it. The reactants are: I[C:2]1[CH:3]=[N:4][CH:5]=[C:6]([I:9])[C:7]=1[OH:8].[CH2:10]([OH:13])[C:11]#[CH:12].